The task is: Predict which catalyst facilitates the given reaction.. This data is from Catalyst prediction with 721,799 reactions and 888 catalyst types from USPTO. (1) Reactant: [C:1]([NH:4][C:5]1[N:9]([C:10]2[CH:15]=[C:14]([S:16][CH2:17][C:18]([Cl:21])([F:20])[F:19])[C:13]([CH3:22])=[CH:12][C:11]=2[F:23])[N:8]=[C:7]([O:24][CH2:25][C:26]([F:32])([F:31])[C:27]([F:30])([F:29])[F:28])[CH:6]=1)(=[O:3])[CH3:2].ClC1C=CC=C(C(OO)=[O:41])C=1. Product: [C:1]([NH:4][C:5]1[N:9]([C:10]2[CH:15]=[C:14]([S:16]([CH2:17][C:18]([Cl:21])([F:20])[F:19])=[O:41])[C:13]([CH3:22])=[CH:12][C:11]=2[F:23])[N:8]=[C:7]([O:24][CH2:25][C:26]([F:32])([F:31])[C:27]([F:29])([F:30])[F:28])[CH:6]=1)(=[O:3])[CH3:2]. The catalyst class is: 22. (2) Product: [Br:33][C:29]1[CH:28]=[C:27]([C@H:25]([OH:26])[CH2:24][NH:23][C:3]2[CH:8]=[CH:7][NH:6][C:5](=[O:9])[C:4]=2[C:10]2[NH:21][C:20]3[CH:19]=[C:18]4[C:14]([CH:15]=[N:16][NH:17]4)=[CH:13][C:12]=3[N:11]=2)[CH:32]=[CH:31][CH:30]=1. Reactant: Cl.Cl[C:3]1[CH:8]=[CH:7][NH:6][C:5](=[O:9])[C:4]=1[C:10]1[NH:21][C:20]2[CH:19]=[C:18]3[C:14]([CH:15]=[N:16][NH:17]3)=[CH:13][C:12]=2[N:11]=1.Cl.[NH2:23][CH2:24][C@H:25]([C:27]1[CH:32]=[CH:31][CH:30]=[C:29]([Br:33])[CH:28]=1)[OH:26].CN1CCOCC1. The catalyst class is: 10. (3) Product: [O:21]=[C:15]1[CH:14]([N:7]2[C:6](=[O:22])[C:5]3[C:9](=[CH:10][CH:11]=[CH:12][C:4]=3[CH2:3][NH:2][C:50](=[O:51])[CH2:49][C:45]3[S:44][CH:48]=[CH:47][CH:46]=3)[C:8]2=[O:13])[CH2:19][CH2:18][C:17](=[O:20])[NH:16]1. Reactant: Cl.[NH2:2][CH2:3][C:4]1[CH:12]=[CH:11][CH:10]=[C:9]2[C:5]=1[C:6](=[O:22])[N:7]([CH:14]1[CH2:19][CH2:18][C:17](=[O:20])[NH:16][C:15]1=[O:21])[C:8]2=[O:13].N12CCCN=C1CCCCC2.ON1C2C=CC=CC=2N=N1.[S:44]1[CH:48]=[CH:47][CH:46]=[C:45]1[CH2:49][C:50](O)=[O:51].Cl.CN(C)CCCN=C=NCC. The catalyst class is: 10. (4) Reactant: [CH:1]1([C:6]2[C:7]([O:23]S(C3C=CC(C)=CC=3)(=O)=O)=[N:8][N:9]3[C:14]=2[C:13]([CH3:15])=[N:12][N:11]=[C:10]3[C:16]2[CH:21]=[CH:20][CH:19]=[CH:18][C:17]=2[F:22])[CH2:5][CH2:4][CH2:3][CH2:2]1.[CH3:34][N:35]1[C:39]([CH2:40]O)=[N:38][CH:37]=[N:36]1.[H-].[Na+].O. Product: [CH:1]1([C:6]2[C:7]([O:23][CH2:40][C:39]3[N:35]([CH3:34])[N:36]=[CH:37][N:38]=3)=[N:8][N:9]3[C:14]=2[C:13]([CH3:15])=[N:12][N:11]=[C:10]3[C:16]2[CH:21]=[CH:20][CH:19]=[CH:18][C:17]=2[F:22])[CH2:2][CH2:3][CH2:4][CH2:5]1. The catalyst class is: 3. (5) Reactant: [C:1]([C:3]1[CH:28]=[CH:27][C:6]([CH2:7][NH:8][C:9](=[O:26])[CH:10]([O:23][CH2:24][CH3:25])[N:11]2[CH2:19][C:18]3[C:13](=[CH:14][CH:15]=[C:16]([O:20][CH3:21])[CH:17]=3)[C:12]2=[O:22])=[C:5](O)[CH:4]=1)#[N:2].[C:30]([O-])(=[O:32])C.ClC[C:36]([NH:38][CH3:39])=[O:37].[I-].[K+].C(=O)([O-])[O-].[Cs+].[Cs+]. Product: [C:1]([C:3]1[CH:28]=[CH:27][C:6]([CH:7]([O:32][CH3:30])[NH:8][C:9](=[O:26])[CH:10]([O:23][CH2:24][CH3:25])[N:11]2[CH2:19][C:18]3[C:13](=[CH:14][CH:15]=[C:16]([O:20][CH3:21])[CH:17]=3)[C:12]2=[O:22])=[C:5]([C:36](=[O:37])[NH:38][CH3:39])[CH:4]=1)#[N:2]. The catalyst class is: 10. (6) Reactant: [Br:1]Br.Cl.[C:4]([C:7]1([C:13]2[CH:18]=[CH:17][CH:16]=[CH:15][CH:14]=2)[CH2:12][CH2:11][NH:10][CH2:9][CH2:8]1)(=[O:6])[CH3:5].CCOCC. Product: [BrH:1].[Br:1][CH2:5][C:4]([C:7]1([C:13]2[CH:18]=[CH:17][CH:16]=[CH:15][CH:14]=2)[CH2:8][CH2:9][NH:10][CH2:11][CH2:12]1)=[O:6]. The catalyst class is: 2.